From a dataset of Reaction yield outcomes from USPTO patents with 853,638 reactions. Predict the reaction yield, written as a fraction of the theoretical maximum amount of product (1.0 means a 100% yield; for example, 0.34 means a 34% yield). (1) The reactants are [F:1][C:2]1[CH:3]=[C:4]([CH:14]([NH:16][C:17]([C:19]2[N:20]=[C:21](Cl)[O:22][CH:23]=2)=[O:18])[CH3:15])[CH:5]=[C:6]([F:13])[C:7]=1[NH:8][S:9]([CH3:12])(=[O:11])=[O:10].[I:25][C:26]1[CH:27]=[C:28]([OH:32])[CH:29]=[CH:30][CH:31]=1. No catalyst specified. The product is [F:1][C:2]1[CH:3]=[C:4]([CH:14]([NH:16][C:17]([C:19]2[N:20]=[C:21]([O:32][C:28]3[CH:29]=[CH:30][CH:31]=[C:26]([I:25])[CH:27]=3)[O:22][CH:23]=2)=[O:18])[CH3:15])[CH:5]=[C:6]([F:13])[C:7]=1[NH:8][S:9]([CH3:12])(=[O:11])=[O:10]. The yield is 0.850. (2) The reactants are C[O:2][C:3]([C:5]1[C:6]2[C:20]([CH3:21])=[N:19][NH:18][C:7]=2[N:8]=[C:9]([C:11]2[CH:16]=[CH:15][C:14]([OH:17])=[CH:13][CH:12]=2)[CH:10]=1)=[O:4].[OH-:22].[Na+].Cl. The catalyst is C(O)(C)C. The product is [OH:17][C:14]1[CH:15]=[CH:16][C:11]([C:9]2[CH:10]=[C:5]([C:3]([OH:2])=[O:4])[C:6]3[C:20]([CH3:21])=[N:19][N:18]([CH:7]4[CH2:6][CH2:5][CH2:10][CH2:9][O:22]4)[C:7]=3[N:8]=2)=[CH:12][CH:13]=1. The yield is 0.970.